The task is: Regression. Given a peptide amino acid sequence and an MHC pseudo amino acid sequence, predict their binding affinity value. This is MHC class I binding data.. This data is from Peptide-MHC class I binding affinity with 185,985 pairs from IEDB/IMGT. (1) The peptide sequence is FRYKSRCYV. The MHC is HLA-B18:01 with pseudo-sequence HLA-B18:01. The binding affinity (normalized) is 0.0847. (2) The MHC is HLA-B40:02 with pseudo-sequence HLA-B40:02. The peptide sequence is IRLRPGGKK. The binding affinity (normalized) is 0. (3) The peptide sequence is YFPDWQNYT. The MHC is HLA-B15:03 with pseudo-sequence HLA-B15:03. The binding affinity (normalized) is 0. (4) The peptide sequence is RYKSRCYIF. The MHC is HLA-A23:01 with pseudo-sequence HLA-A23:01. The binding affinity (normalized) is 0.692.